From a dataset of Catalyst prediction with 721,799 reactions and 888 catalyst types from USPTO. Predict which catalyst facilitates the given reaction. (1) The catalyst class is: 1. Reactant: [NH2:1][C:2]1[C:10]2[C:9]([C:11]3[CH:16]=[CH:15][C:14]([Cl:17])=[C:13]([Cl:18])[CH:12]=3)=[N:8][C:7](S(C)=O)=[N:6][C:5]=2[S:4][C:3]=1[C:22]([NH2:24])=[O:23].[NH2:25][CH2:26][CH2:27][OH:28].C(N(CC)CC)C. Product: [NH2:1][C:2]1[C:10]2[C:9]([C:11]3[CH:16]=[CH:15][C:14]([Cl:17])=[C:13]([Cl:18])[CH:12]=3)=[N:8][C:7]([NH:25][CH2:26][CH2:27][OH:28])=[N:6][C:5]=2[S:4][C:3]=1[C:22]([NH2:24])=[O:23]. (2) Reactant: C(OC([NH:8][CH2:9][CH2:10][CH2:11][CH:12]([NH:16][C:17]([C:19]1[C:20](=[O:36])[N:21]([CH2:25][C:26]2[CH:31]=[CH:30][CH:29]=[C:28]([C:32]([F:35])([F:34])[F:33])[CH:27]=2)[CH:22]=[CH:23][CH:24]=1)=[O:18])[C:13]([OH:15])=[O:14])=O)(C)(C)C.[C:37]([OH:43])([C:39]([F:42])([F:41])[F:40])=[O:38]. Product: [NH2:8][CH2:9][CH2:10][CH2:11][C@H:12]([NH:16][C:17]([C:19]1[C:20](=[O:36])[N:21]([CH2:25][C:26]2[CH:31]=[CH:30][CH:29]=[C:28]([C:32]([F:33])([F:34])[F:35])[CH:27]=2)[CH:22]=[CH:23][CH:24]=1)=[O:18])[C:13]([OH:15])=[O:14].[C:37]([OH:43])([C:39]([F:42])([F:41])[F:40])=[O:38]. The catalyst class is: 4.